Dataset: Peptide-MHC class I binding affinity with 185,985 pairs from IEDB/IMGT. Task: Regression. Given a peptide amino acid sequence and an MHC pseudo amino acid sequence, predict their binding affinity value. This is MHC class I binding data. (1) The peptide sequence is HDVYGVSNF. The MHC is HLA-A29:02 with pseudo-sequence HLA-A29:02. The binding affinity (normalized) is 0.0207. (2) The peptide sequence is LPQFEEIRNL. The MHC is HLA-B07:02 with pseudo-sequence HLA-B07:02. The binding affinity (normalized) is 0. (3) The peptide sequence is ETKLGKAGY. The MHC is HLA-A23:01 with pseudo-sequence HLA-A23:01. The binding affinity (normalized) is 0.